Dataset: Reaction yield outcomes from USPTO patents with 853,638 reactions. Task: Predict the reaction yield, written as a fraction of the theoretical maximum amount of product (1.0 means a 100% yield; for example, 0.34 means a 34% yield). (1) The reactants are [CH3:1][N:2]([CH3:20])[C:3]1[N:8]=[C:7]2[N:9]([CH:14]3[CH2:19][CH2:18][NH:17][CH2:16][CH2:15]3)[C:10](=[O:13])[N:11]([CH3:12])[C:6]2=[CH:5][CH:4]=1.[CH3:21][S:22]([N:25]1[CH2:30][CH2:29][C:28]2[N:31]([CH2:44][C@@H:45]3[CH2:47][O:46]3)[N:32]=[C:33]([C:34]3[CH:39]=[CH:38][C:37]([C:40]([F:43])([F:42])[F:41])=[CH:36][CH:35]=3)[C:27]=2[CH2:26]1)(=[O:24])=[O:23]. The catalyst is CCO.ClC(Cl)C. The product is [CH3:1][N:2]([CH3:20])[C:3]1[N:8]=[C:7]2[N:9]([CH:14]3[CH2:19][CH2:18][N:17]([CH2:47][C@H:45]([OH:46])[CH2:44][N:31]4[C:28]5[CH2:29][CH2:30][N:25]([S:22]([CH3:21])(=[O:24])=[O:23])[CH2:26][C:27]=5[C:33]([C:34]5[CH:39]=[CH:38][C:37]([C:40]([F:42])([F:43])[F:41])=[CH:36][CH:35]=5)=[N:32]4)[CH2:16][CH2:15]3)[C:10](=[O:13])[N:11]([CH3:12])[C:6]2=[CH:5][CH:4]=1. The yield is 0.970. (2) The reactants are [CH3:1][C:2]1[N:3]=[C:4]([C:13]2[CH:18]=[CH:17][CH:16]=[CH:15][CH:14]=2)[O:5][C:6]=1[CH2:7][C:8](OCC)=[O:9].[Li+].[BH4-].Cl. The catalyst is C1COCC1. The product is [CH3:1][C:2]1[N:3]=[C:4]([C:13]2[CH:18]=[CH:17][CH:16]=[CH:15][CH:14]=2)[O:5][C:6]=1[CH2:7][CH2:8][OH:9]. The yield is 0.250. (3) The reactants are [Br:1][C:2]1[CH:32]=[CH:31][CH:30]=[CH:29][C:3]=1[C:4]([NH:6][CH2:7][C:8]([NH:10][C@H:11]([B:16]1[O:20][C@@H]2C[C@@H]3C[C@H]([C@]2(C)[O:17]1)C3(C)C)[CH2:12][CH:13]([CH3:15])[CH3:14])=[O:9])=[O:5].Cl.B([O-])OCC(C)C. The catalyst is CO.CCCCCC. The product is [Br:1][C:2]1[CH:32]=[CH:31][CH:30]=[CH:29][C:3]=1[C:4]([NH:6][CH2:7][C:8]([NH:10][C@H:11]([B:16]([OH:20])[OH:17])[CH2:12][CH:13]([CH3:15])[CH3:14])=[O:9])=[O:5]. The yield is 0.730. (4) The reactants are [C:1]([C:3]1[C:4]([CH3:19])=[CH:5][C:6]([NH:11][C:12](=[O:18])[O:13][C:14]([CH3:17])([CH3:16])[CH3:15])=[N:7][C:8]=1[O:9][CH3:10])#[N:2]. The catalyst is CC(O)=O.C(O)C.[Ni]. The product is [NH2:2][CH2:1][C:3]1[C:4]([CH3:19])=[CH:5][C:6]([NH:11][C:12](=[O:18])[O:13][C:14]([CH3:15])([CH3:16])[CH3:17])=[N:7][C:8]=1[O:9][CH3:10]. The yield is 0.689. (5) The reactants are [Cl:1][C:2]1[O:6][C:5]([C:7]([O:9]C)=[O:8])=[CH:4][C:3]=1[C:11]1[N:15]([CH3:16])[N:14]=[CH:13][CH:12]=1.[OH-].[Na+]. The catalyst is O1CCCC1. The product is [Cl:1][C:2]1[O:6][C:5]([C:7]([OH:9])=[O:8])=[CH:4][C:3]=1[C:11]1[N:15]([CH3:16])[N:14]=[CH:13][CH:12]=1. The yield is 0.470.